From a dataset of Peptide-MHC class I binding affinity with 185,985 pairs from IEDB/IMGT. Regression. Given a peptide amino acid sequence and an MHC pseudo amino acid sequence, predict their binding affinity value. This is MHC class I binding data. (1) The peptide sequence is AEFWDVFLS. The MHC is HLA-B08:01 with pseudo-sequence HLA-B08:01. The binding affinity (normalized) is 0.0847. (2) The peptide sequence is CDYLVGEER. The MHC is H-2-Kd with pseudo-sequence H-2-Kd. The binding affinity (normalized) is 0.